From a dataset of Reaction yield outcomes from USPTO patents with 853,638 reactions. Predict the reaction yield, written as a fraction of the theoretical maximum amount of product (1.0 means a 100% yield; for example, 0.34 means a 34% yield). The reactants are [CH3:1][O:2][CH2:3][O:4][C:5]1[C:9]([C:10](OCC)=[O:11])=[CH:8][N:7]([C:15]2[CH:20]=[CH:19][CH:18]=[CH:17][C:16]=2[CH3:21])[N:6]=1.[H-].[Al+3].[Li+].[H-].[H-].[H-].O.O.O.O.O.O.O.O.O.O.S([O-])([O-])(=O)=O.[Na+].[Na+]. The catalyst is O1CCCC1. The product is [CH3:1][O:2][CH2:3][O:4][C:5]1[C:9]([CH2:10][OH:11])=[CH:8][N:7]([C:15]2[CH:20]=[CH:19][CH:18]=[CH:17][C:16]=2[CH3:21])[N:6]=1. The yield is 0.900.